This data is from Forward reaction prediction with 1.9M reactions from USPTO patents (1976-2016). The task is: Predict the product of the given reaction. (1) Given the reactants Br.[CH3:2][C:3]1[N:4]([CH2:10][CH2:11][O:12][CH2:13][C:14]([F:17])([F:16])[F:15])[C:5](=[NH:9])[S:6][C:7]=1[CH3:8].C(N(CC)CC)C.[C:25]12([C:35](Cl)=[O:36])[CH2:34][CH:29]3[CH2:30][CH:31]([CH2:33][CH:27]([CH2:28]3)[CH2:26]1)[CH2:32]2, predict the reaction product. The product is: [C:13]([O-:36])(=[O:12])[CH3:14].[NH4+:4].[CH3:2][C:3]1[N:4]([CH2:10][CH2:11][O:12][CH2:13][C:14]([F:17])([F:16])[F:15])[C:5](=[N:9][C:35]([C:25]23[CH2:34][CH:29]4[CH2:28][CH:27]([CH2:33][CH:31]([CH2:30]4)[CH2:32]2)[CH2:26]3)=[O:36])[S:6][C:7]=1[CH3:8]. (2) Given the reactants CN(C)/[CH:3]=[CH:4]/[C:5]([C:7]1[C:12](=[O:13])[CH:11]=[CH:10][N:9]([C:14]2[CH:19]=[CH:18][C:17]([O:20][C:21]([F:24])([F:23])[F:22])=[CH:16][CH:15]=2)[N:8]=1)=O.[F:26][C:27]([F:40])([F:39])[S:28]([C:31]1[CH:32]=[C:33]([NH:37][NH2:38])[CH:34]=[CH:35][CH:36]=1)(=[O:30])=[O:29], predict the reaction product. The product is: [F:40][C:27]([F:39])([F:26])[S:28]([C:31]1[CH:32]=[C:33]([N:37]2[C:5]([C:7]3[C:12](=[O:13])[CH:11]=[CH:10][N:9]([C:14]4[CH:19]=[CH:18][C:17]([O:20][C:21]([F:23])([F:22])[F:24])=[CH:16][CH:15]=4)[N:8]=3)=[CH:4][CH:3]=[N:38]2)[CH:34]=[CH:35][CH:36]=1)(=[O:30])=[O:29]. (3) Given the reactants [C:1](#[N:5])[CH2:2][C:3]#[N:4].[CH2:6]([O:8][CH:9]([O:14][CH2:15][CH3:16])[CH2:10][C:11](=O)[CH3:12])[CH3:7].C(O)(=O)C.N1CCCCC1, predict the reaction product. The product is: [CH2:6]([O:8][CH:9]([O:14][CH2:15][CH3:16])[CH2:10][C:11](=[C:2]([C:1]#[N:5])[C:3]#[N:4])[CH3:12])[CH3:7]. (4) Given the reactants [CH2:1]([O:3][C:4](=[O:22])[CH:5]([N:12]1[CH:20]=[N:19][C:18]2[C:13]1=[N:14][CH:15]=[N:16][C:17]=2[NH2:21])[CH2:6][C:7]([O:9][CH2:10][CH3:11])=[O:8])[CH3:2].[C:23](Cl)([C:36]1[CH:41]=[CH:40][CH:39]=[CH:38][CH:37]=1)([C:30]1[CH:35]=[CH:34][CH:33]=[CH:32][CH:31]=1)[C:24]1[CH:29]=[CH:28][CH:27]=[CH:26][CH:25]=1, predict the reaction product. The product is: [CH2:1]([O:3][C:4](=[O:22])[CH:5]([N:12]1[CH:20]=[N:19][C:18]2[C:13]1=[N:14][CH:15]=[N:16][C:17]=2[NH:21][C:23]([C:24]1[CH:29]=[CH:28][CH:27]=[CH:26][CH:25]=1)([C:36]1[CH:37]=[CH:38][CH:39]=[CH:40][CH:41]=1)[C:30]1[CH:31]=[CH:32][CH:33]=[CH:34][CH:35]=1)[CH2:6][C:7]([O:9][CH2:10][CH3:11])=[O:8])[CH3:2]. (5) Given the reactants OC(C(F)(F)F)=O.C1([C@@H]([O:16][C:17](=[O:29])[C@H:18]([N:26]([CH3:28])[CH3:27])[C:19]2[CH:24]=[CH:23][CH:22]=[CH:21][C:20]=2[F:25])C)C=CC=CC=1, predict the reaction product. The product is: [CH3:27][N:26]([CH3:28])[C@H:18]([C:19]1[CH:24]=[CH:23][CH:22]=[CH:21][C:20]=1[F:25])[C:17]([OH:29])=[O:16]. (6) Given the reactants [H-].[Al+3].[Li+].[H-].[H-].[H-].C[O:8][C:9]([CH:11]1[CH2:16][CH2:15][CH:14]([CH2:17][C:18]2[CH:23]=[CH:22][CH:21]=[CH:20][C:19]=2[F:24])[CH2:13][CH2:12]1)=O, predict the reaction product. The product is: [F:24][C:19]1[CH:20]=[CH:21][CH:22]=[CH:23][C:18]=1[CH2:17][CH:14]1[CH2:13][CH2:12][CH:11]([CH2:9][OH:8])[CH2:16][CH2:15]1. (7) The product is: [C:30]([C:32]1[CH:37]=[CH:36][C:35]([C:2]#[C:1][C:3]2[CH:4]=[C:5]([C:13]3[N:14]=[C:15]([CH2:18][N:19]4[CH:23]=[C:22]([C:24]([O:26][CH2:27][CH3:28])=[O:25])[CH:21]=[N:20]4)[S:16][CH:17]=3)[CH:6]=[C:7]([C:9]([F:11])([F:12])[F:10])[CH:8]=2)=[CH:34][CH:33]=1)(=[O:31])[CH3:29]. Given the reactants [C:1]([C:3]1[CH:4]=[C:5]([C:13]2[N:14]=[C:15]([CH2:18][N:19]3[CH:23]=[C:22]([C:24]([O:26][CH2:27][CH3:28])=[O:25])[CH:21]=[N:20]3)[S:16][CH:17]=2)[CH:6]=[C:7]([C:9]([F:12])([F:11])[F:10])[CH:8]=1)#[CH:2].[CH3:29][C:30]([C:32]1[CH:37]=[CH:36][C:35](Br)=[CH:34][CH:33]=1)=[O:31].C(N(CC)CC)C, predict the reaction product.